Predict which catalyst facilitates the given reaction. From a dataset of Catalyst prediction with 721,799 reactions and 888 catalyst types from USPTO. Reactant: [NH2:1][C:2]1[CH2:3][C:4]([C:17](=[O:26])[N:18]([CH2:22][CH2:23][CH2:24][OH:25])[CH2:19][CH2:20][CH3:21])=[CH:5][C:6]2[CH:12]=[CH:11][C:10]([C:13]([O:15][CH3:16])=[O:14])=[CH:9][C:7]=2[N:8]=1.[CH3:27][C:28]([O:31][C:32](O[C:32]([O:31][C:28]([CH3:30])([CH3:29])[CH3:27])=[O:33])=[O:33])([CH3:30])[CH3:29].O. Product: [C:28]([O:31][C:32]([NH:1][C:2]1[CH2:3][C:4]([C:17](=[O:26])[N:18]([CH2:22][CH2:23][CH2:24][OH:25])[CH2:19][CH2:20][CH3:21])=[CH:5][C:6]2[CH:12]=[CH:11][C:10]([C:13]([O:15][CH3:16])=[O:14])=[CH:9][C:7]=2[N:8]=1)=[O:33])([CH3:30])([CH3:29])[CH3:27]. The catalyst class is: 2.